Dataset: NCI-60 drug combinations with 297,098 pairs across 59 cell lines. Task: Regression. Given two drug SMILES strings and cell line genomic features, predict the synergy score measuring deviation from expected non-interaction effect. (1) Drug 1: C1=NC2=C(N1)C(=S)N=C(N2)N. Drug 2: C1=NC2=C(N=C(N=C2N1C3C(C(C(O3)CO)O)F)Cl)N. Cell line: EKVX. Synergy scores: CSS=14.5, Synergy_ZIP=-6.77, Synergy_Bliss=-9.61, Synergy_Loewe=-11.0, Synergy_HSA=-9.10. (2) Drug 1: CCC1=CC2CC(C3=C(CN(C2)C1)C4=CC=CC=C4N3)(C5=C(C=C6C(=C5)C78CCN9C7C(C=CC9)(C(C(C8N6C)(C(=O)OC)O)OC(=O)C)CC)OC)C(=O)OC.C(C(C(=O)O)O)(C(=O)O)O. Drug 2: CCC1(CC2CC(C3=C(CCN(C2)C1)C4=CC=CC=C4N3)(C5=C(C=C6C(=C5)C78CCN9C7C(C=CC9)(C(C(C8N6C=O)(C(=O)OC)O)OC(=O)C)CC)OC)C(=O)OC)O.OS(=O)(=O)O. Cell line: U251. Synergy scores: CSS=72.9, Synergy_ZIP=3.44, Synergy_Bliss=2.67, Synergy_Loewe=1.37, Synergy_HSA=4.15.